This data is from Forward reaction prediction with 1.9M reactions from USPTO patents (1976-2016). The task is: Predict the product of the given reaction. (1) Given the reactants [Cl:1][C:2]1[CH:7]=[CH:6][C:5]([C:8]#[C:9][C:10]2[CH:37]=[CH:36][C:13]([CH2:14][N:15]([C:23]3[CH:35]=[CH:34][C:26]4[O:27]C(C)(C)[O:29][C:30](=[O:31])[C:25]=4[CH:24]=3)[C:16]([C:18]3[O:22][N:21]=[CH:20][CH:19]=3)=[O:17])=[CH:12][CH:11]=2)=[CH:4][CH:3]=1.[OH-].[Na+], predict the reaction product. The product is: [Cl:1][C:2]1[CH:3]=[CH:4][C:5]([C:8]#[C:9][C:10]2[CH:11]=[CH:12][C:13]([CH2:14][N:15]([C:16]([C:18]3[O:22][N:21]=[CH:20][CH:19]=3)=[O:17])[C:23]3[CH:35]=[CH:34][C:26]([OH:27])=[C:25]([CH:24]=3)[C:30]([OH:31])=[O:29])=[CH:36][CH:37]=2)=[CH:6][CH:7]=1. (2) Given the reactants C(N(CC)CC)C.[NH:8]1[CH2:13][CH2:12][O:11][CH2:10][CH2:9]1.[Cl:14][C:15]1[N:20]=[CH:19][C:18]([S:21](Cl)(=[O:23])=[O:22])=[CH:17][CH:16]=1, predict the reaction product. The product is: [Cl:14][C:15]1[N:20]=[CH:19][C:18]([S:21]([N:8]2[CH2:13][CH2:12][O:11][CH2:10][CH2:9]2)(=[O:23])=[O:22])=[CH:17][CH:16]=1. (3) Given the reactants F[C:2]1[CH:3]=[CH:4][C:5]([N+:15]([O-:17])=[O:16])=[C:6]([O:8][C:9]2[CH:13]=[C:12]([CH3:14])[NH:11][N:10]=2)[CH:7]=1.C(=O)([O-])O.[K+].[CH2:23]([OH:25])[CH3:24], predict the reaction product. The product is: [CH2:23]([O:25][C:2]1[CH:3]=[CH:4][C:5]([N+:15]([O-:17])=[O:16])=[C:6]([O:8][C:9]2[CH:13]=[C:12]([CH3:14])[NH:11][N:10]=2)[CH:7]=1)[CH3:24]. (4) Given the reactants CS(O[CH2:6][C:7]1[CH:8]=[CH:9][C:10]2[O:14][C:13]([CH2:15][C:16]3[CH:21]=[CH:20][CH:19]=[CH:18][CH:17]=3)=[N:12][C:11]=2[CH:22]=1)(=O)=O.[N-:23]=[N+:24]=[N-:25].[Na+].O, predict the reaction product. The product is: [N:23]([CH2:6][C:7]1[CH:8]=[CH:9][C:10]2[O:14][C:13]([CH2:15][C:16]3[CH:21]=[CH:20][CH:19]=[CH:18][CH:17]=3)=[N:12][C:11]=2[CH:22]=1)=[N+:24]=[N-:25]. (5) Given the reactants [Br:1][C:2]1[CH:17]=[CH:16][C:5]([O:6][C:7]2[C:13]([F:14])=[CH:12][C:10]([NH2:11])=[C:9]([CH3:15])[CH:8]=2)=[C:4]([F:18])[CH:3]=1.F[B-](F)(F)F.[H+].[N:25]([O-])=O.[Na+].CC([O-])=O.[K+].C1OCCOCCOCCOCCOCCOC1, predict the reaction product. The product is: [Br:1][C:2]1[CH:17]=[CH:16][C:5]([O:6][C:7]2[CH:8]=[C:9]3[C:10](=[CH:12][C:13]=2[F:14])[NH:11][N:25]=[CH:15]3)=[C:4]([F:18])[CH:3]=1. (6) Given the reactants CNCCN(C)C.[Li]CCCC.[CH3:13][O:14][C:15]1[CH:22]=[CH:21][C:18]([CH:19]=[O:20])=[CH:17][N:16]=1.[I:23]CCI, predict the reaction product. The product is: [I:23][C:21]1[CH:22]=[C:15]([O:14][CH3:13])[N:16]=[CH:17][C:18]=1[CH2:19][OH:20].